This data is from Reaction yield outcomes from USPTO patents with 853,638 reactions. The task is: Predict the reaction yield, written as a fraction of the theoretical maximum amount of product (1.0 means a 100% yield; for example, 0.34 means a 34% yield). The reactants are Br[CH2:2][CH:3]1[CH2:5][C:4]1(F)F.C1(CBr)CC1.[CH3:13][C:14]1[N:15]=[C:16]([N:24]2[CH2:28][CH2:27][NH:26][C:25]2=[O:29])[S:17][C:18]=1[C:19]([O:21][CH2:22][CH3:23])=[O:20]. No catalyst specified. The product is [CH:5]1([CH2:4][N:26]2[CH2:27][CH2:28][N:24]([C:16]3[S:17][C:18]([C:19]([O:21][CH2:22][CH3:23])=[O:20])=[C:14]([CH3:13])[N:15]=3)[C:25]2=[O:29])[CH2:3][CH2:2]1. The yield is 0.960.